From a dataset of Merck oncology drug combination screen with 23,052 pairs across 39 cell lines. Regression. Given two drug SMILES strings and cell line genomic features, predict the synergy score measuring deviation from expected non-interaction effect. (1) Drug 1: CCC1=CC2CN(C1)Cc1c([nH]c3ccccc13)C(C(=O)OC)(c1cc3c(cc1OC)N(C)C1C(O)(C(=O)OC)C(OC(C)=O)C4(CC)C=CCN5CCC31C54)C2. Drug 2: NC(=O)c1cccc2cn(-c3ccc(C4CCCNC4)cc3)nc12. Cell line: RKO. Synergy scores: synergy=-23.1. (2) Drug 1: C#Cc1cccc(Nc2ncnc3cc(OCCOC)c(OCCOC)cc23)c1. Drug 2: CNC(=O)c1cc(Oc2ccc(NC(=O)Nc3ccc(Cl)c(C(F)(F)F)c3)cc2)ccn1. Cell line: A427. Synergy scores: synergy=10.4. (3) Cell line: OV90. Drug 2: O=C(CCCCCCC(=O)Nc1ccccc1)NO. Synergy scores: synergy=-6.85. Drug 1: N.N.O=C(O)C1(C(=O)O)CCC1.[Pt]. (4) Drug 1: COc1cc(C2c3cc4c(cc3C(OC3OC5COC(C)OC5C(O)C3O)C3COC(=O)C23)OCO4)cc(OC)c1O. Drug 2: CC(C)CC(NC(=O)C(Cc1ccccc1)NC(=O)c1cnccn1)B(O)O. Cell line: VCAP. Synergy scores: synergy=-10.6.